This data is from NCI-60 drug combinations with 297,098 pairs across 59 cell lines. The task is: Regression. Given two drug SMILES strings and cell line genomic features, predict the synergy score measuring deviation from expected non-interaction effect. (1) Drug 1: CC(C1=C(C=CC(=C1Cl)F)Cl)OC2=C(N=CC(=C2)C3=CN(N=C3)C4CCNCC4)N. Drug 2: C1C(C(OC1N2C=NC3=C2NC=NCC3O)CO)O. Cell line: T-47D. Synergy scores: CSS=-0.697, Synergy_ZIP=1.40, Synergy_Bliss=2.63, Synergy_Loewe=0.635, Synergy_HSA=0.971. (2) Drug 1: CC(CN1CC(=O)NC(=O)C1)N2CC(=O)NC(=O)C2. Drug 2: C1=NC(=NC(=O)N1C2C(C(C(O2)CO)O)O)N. Cell line: SK-MEL-5. Synergy scores: CSS=15.2, Synergy_ZIP=-1.17, Synergy_Bliss=5.65, Synergy_Loewe=1.63, Synergy_HSA=2.31. (3) Drug 2: C1CC(=O)NC(=O)C1N2C(=O)C3=CC=CC=C3C2=O. Drug 1: CC1=CC2C(CCC3(C2CCC3(C(=O)C)OC(=O)C)C)C4(C1=CC(=O)CC4)C. Synergy scores: CSS=5.27, Synergy_ZIP=-3.88, Synergy_Bliss=-3.11, Synergy_Loewe=-3.40, Synergy_HSA=-1.45. Cell line: A549. (4) Drug 1: CC1=C2C(C(=O)C3(C(CC4C(C3C(C(C2(C)C)(CC1OC(=O)C(C(C5=CC=CC=C5)NC(=O)C6=CC=CC=C6)O)O)OC(=O)C7=CC=CC=C7)(CO4)OC(=O)C)O)C)OC(=O)C. Drug 2: C1=NC(=NC(=O)N1C2C(C(C(O2)CO)O)O)N. Cell line: NCI-H322M. Synergy scores: CSS=12.3, Synergy_ZIP=-7.69, Synergy_Bliss=-7.02, Synergy_Loewe=-16.7, Synergy_HSA=-8.43. (5) Drug 1: C1CN1P(=S)(N2CC2)N3CC3. Drug 2: CN(CCCl)CCCl.Cl. Cell line: HOP-92. Synergy scores: CSS=15.0, Synergy_ZIP=-11.6, Synergy_Bliss=-10.5, Synergy_Loewe=-6.17, Synergy_HSA=-4.19.